Dataset: Reaction yield outcomes from USPTO patents with 853,638 reactions. Task: Predict the reaction yield, written as a fraction of the theoretical maximum amount of product (1.0 means a 100% yield; for example, 0.34 means a 34% yield). (1) The reactants are [F:1][C:2]1[CH:3]=[C:4]([CH:13]=[CH:14][C:15]=1[CH2:16][CH2:17][N+:18]([O-:20])=O)[O:5][CH2:6][C:7]1[CH:12]=[CH:11][CH:10]=[CH:9][N:8]=1.C[O-].[Li+].[C:24]([C:26]1[C:27]([NH2:32])=[N:28][CH:29]=[CH:30][CH:31]=1)#[CH:25].C(N(CC)CC)C. The catalyst is [Ti](Cl)(Cl)(Cl)Cl.O.O1CCCC1.C(OCC)(=O)C.CO. The product is [F:1][C:2]1[CH:3]=[C:4]([O:5][CH2:6][C:7]2[CH:12]=[CH:11][CH:10]=[CH:9][N:8]=2)[CH:13]=[CH:14][C:15]=1[CH2:16][C:17]1[CH:25]=[C:24]([C:26]2[C:27]([NH2:32])=[N:28][CH:29]=[CH:30][CH:31]=2)[O:20][N:18]=1. The yield is 0.197. (2) The reactants are [C:1]([O:5][C:6]([N:8]1[CH2:11][C:10]([C:13]2[CH:18]=[CH:17][C:16](Br)=[CH:15][CH:14]=2)([F:12])[CH2:9]1)=[O:7])([CH3:4])([CH3:3])[CH3:2].[CH:20]([O:22]CCCC)=[CH2:21].C1(P(C2C=CC=CC=2)CCCP(C2C=CC=CC=2)C2C=CC=CC=2)C=CC=CC=1.C([O-])(O)=O.[Na+]. The catalyst is C(O)C.CC([O-])=O.CC([O-])=O.[Pd+2]. The product is [C:1]([O:5][C:6]([N:8]1[CH2:11][C:10]([C:13]2[CH:18]=[CH:17][C:16]([C:20](=[O:22])[CH3:21])=[CH:15][CH:14]=2)([F:12])[CH2:9]1)=[O:7])([CH3:4])([CH3:3])[CH3:2]. The yield is 0.577. (3) The reactants are [N:1]([CH2:4][CH2:5][CH2:6][C@:7]1([C:25]2[CH:30]=[CH:29][CH:28]=[CH:27][CH:26]=2)[N:11]([C:12](=[O:16])[C@@H:13]([OH:15])[CH3:14])[N:10]=[C:9]([C:17]2[CH:22]=[C:21]([F:23])[CH:20]=[CH:19][C:18]=2[F:24])[S:8]1)=[N+:2]=[N-:3].[CH3:31]I.[H-].[Na+].[NH4+].[Cl-]. The catalyst is CN(C=O)C. The product is [N:1]([CH2:4][CH2:5][CH2:6][C@:7]1([C:25]2[CH:30]=[CH:29][CH:28]=[CH:27][CH:26]=2)[N:11]([C:12](=[O:16])[C@@H:13]([O:15][CH3:31])[CH3:14])[N:10]=[C:9]([C:17]2[CH:22]=[C:21]([F:23])[CH:20]=[CH:19][C:18]=2[F:24])[S:8]1)=[N+:2]=[N-:3]. The yield is 0.940. (4) The reactants are [CH3:1][O:2][C:3]1[CH:4]=[C:5]([CH:9]2[CH2:14][CH2:13][NH:12][CH2:11][CH2:10]2)[CH:6]=[CH:7][CH:8]=1.[CH3:15][O:16][C:17](=[O:20])[CH2:18]Br.C(N(C(C)C)CC)(C)C. The catalyst is CO. The product is [CH3:15][O:16][C:17](=[O:20])[CH2:18][N:12]1[CH2:13][CH2:14][CH:9]([C:5]2[CH:6]=[CH:7][CH:8]=[C:3]([O:2][CH3:1])[CH:4]=2)[CH2:10][CH2:11]1. The yield is 0.910. (5) The reactants are C1CCN2C(=NCCC2)CC1.[Br:12][C:13]1[CH:18]=[CH:17][C:16]([NH:19][C:20]2[C:21]([C:29]3[N:33](CCC#N)[N:32]=[N:31][N:30]=3)=[CH:22][N:23]([CH3:28])[C:24](=[O:27])[C:25]=2[CH3:26])=[C:15]([F:38])[CH:14]=1. The catalyst is C(Cl)Cl.C(OCC)(=O)C. The product is [Br:12][C:13]1[CH:18]=[CH:17][C:16]([NH:19][C:20]2[C:21]([C:29]3[NH:33][N:32]=[N:31][N:30]=3)=[CH:22][N:23]([CH3:28])[C:24](=[O:27])[C:25]=2[CH3:26])=[C:15]([F:38])[CH:14]=1. The yield is 0.770.